This data is from Catalyst prediction with 721,799 reactions and 888 catalyst types from USPTO. The task is: Predict which catalyst facilitates the given reaction. (1) Reactant: [OH:1][CH2:2][CH2:3][CH:4]1[CH2:9][CH2:8][NH:7][CH2:6][CH2:5]1.[CH2:10]([O:17][C:18]([NH:20][C:21](=[NH:24])SC)=[O:19])[C:11]1[CH:16]=[CH:15][CH:14]=[CH:13][CH:12]=1. Product: [CH2:10]([O:17][C:18]([NH:20][C:21]([N:7]1[CH2:8][CH2:9][CH:4]([CH2:3][CH2:2][OH:1])[CH2:5][CH2:6]1)=[NH:24])=[O:19])[C:11]1[CH:16]=[CH:15][CH:14]=[CH:13][CH:12]=1. The catalyst class is: 10. (2) Reactant: [Br:1][C:2]1[CH:3]=[CH:4][C:5]([C:8]([C:10]2[CH:11]=[N:12][CH:13]=[N:14][CH:15]=2)=[O:9])=[N:6][CH:7]=1.[C:16]([Mg]Cl)([CH2:19][CH3:20])([CH3:18])[CH3:17].CCOCC. Product: [Br:1][C:2]1[CH:3]=[CH:4][C:5]([C:8]([C:10]2[CH:11]=[N:12][CH:13]=[N:14][CH:15]=2)([OH:9])[C:16]([CH3:18])([CH3:17])[CH2:19][CH3:20])=[N:6][CH:7]=1. The catalyst class is: 1. (3) Reactant: C1N=CN(C(N2C=NC=C2)=O)C=1.[C:13]1([CH2:19][O:20][C:21]([NH:23][CH2:24][C:25]([OH:27])=O)=[O:22])[CH:18]=[CH:17][CH:16]=[CH:15][CH:14]=1.Cl.[F:29][C:30]([F:34])([F:33])[CH2:31][NH2:32]. Product: [O:27]=[C:25]([NH:32][CH2:31][C:30]([F:34])([F:33])[F:29])[CH2:24][NH:23][C:21](=[O:22])[O:20][CH2:19][C:13]1[CH:14]=[CH:15][CH:16]=[CH:17][CH:18]=1. The catalyst class is: 13.